This data is from Full USPTO retrosynthesis dataset with 1.9M reactions from patents (1976-2016). The task is: Predict the reactants needed to synthesize the given product. (1) Given the product [CH2:1]([C:3]1[CH:8]=[CH:7][C:6]([C@H:9]2[CH2:14][C@@H:13]([C:15]([F:18])([F:16])[F:17])[N:12]3[N:19]=[CH:20][C:21]([C:22]([OH:24])=[O:23])=[C:11]3[NH:10]2)=[CH:5][CH:4]=1)[CH3:2], predict the reactants needed to synthesize it. The reactants are: [CH2:1]([C:3]1[CH:8]=[CH:7][C:6]([C@H:9]2[CH2:14][C@@H:13]([C:15]([F:18])([F:17])[F:16])[N:12]3[N:19]=[CH:20][C:21]([C:22]([O:24]CC)=[O:23])=[C:11]3[NH:10]2)=[CH:5][CH:4]=1)[CH3:2].[OH-].[K+]. (2) Given the product [I-:18].[Br:12][C:8]1[CH:7]=[C:6]([CH:11]=[CH:10][CH:9]=1)[CH2:5][CH:4]([C:3]([O:2][CH3:1])=[O:17])[CH2:13][N+:14]([CH3:19])([CH3:16])[CH3:15], predict the reactants needed to synthesize it. The reactants are: [CH3:1][O:2][C:3](=[O:17])[CH:4]([CH2:13][N:14]([CH3:16])[CH3:15])[CH2:5][C:6]1[CH:11]=[CH:10][CH:9]=[C:8]([Br:12])[CH:7]=1.[I:18][CH3:19]. (3) Given the product [ClH:26].[ClH:26].[N:1]1[CH:2]=[CH:3][C:4]([O:7][CH:8]2[CH2:25][CH2:24][C:11]3([CH2:16][CH2:15][NH:14][CH2:13][CH2:12]3)[CH2:10][CH2:9]2)=[CH:5][CH:6]=1, predict the reactants needed to synthesize it. The reactants are: [N:1]1[CH:6]=[CH:5][C:4]([O:7][CH:8]2[CH2:25][CH2:24][C:11]3([CH2:16][CH2:15][N:14](C(OC(C)(C)C)=O)[CH2:13][CH2:12]3)[CH2:10][CH2:9]2)=[CH:3][CH:2]=1.[ClH:26]. (4) Given the product [CH3:30][N:31]([CH2:22][C:20]1[S:19][CH:18]=[C:17]([C:14]2[CH:15]=[C:16]3[C:11](=[C:12]([C:24]([NH2:26])=[O:25])[CH:13]=2)[NH:10][CH:9]=[C:8]3[CH:6]2[CH2:5][CH2:4][S:3](=[O:27])(=[O:28])[C:2]([CH3:29])([CH3:1])[CH2:7]2)[CH:21]=1)[CH3:32], predict the reactants needed to synthesize it. The reactants are: [CH3:1][C:2]1([CH3:29])[CH2:7][CH:6]([C:8]2[C:16]3[C:11](=[C:12]([C:24]([NH2:26])=[O:25])[CH:13]=[C:14]([C:17]4[CH:21]=[C:20]([CH:22]=O)[S:19][CH:18]=4)[CH:15]=3)[NH:10][CH:9]=2)[CH2:5][CH2:4][S:3]1(=[O:28])=[O:27].[CH3:30][NH:31][CH3:32].C(O[BH-](OC(=O)C)OC(=O)C)(=O)C.[Na+]. (5) Given the product [CH2:1]([N:3]1[C:11]2[C:6](=[CH:7][CH:8]=[CH:9][CH:10]=2)[C:5]([CH2:12][CH2:13][NH2:14])=[CH:4]1)[CH3:2], predict the reactants needed to synthesize it. The reactants are: [CH2:1]([N:3]1[C:11]2[C:6](=[CH:7][CH:8]=[CH:9][CH:10]=2)[C:5]([CH:12]=[CH:13][N+:14]([O-])=O)=[CH:4]1)[CH3:2].[H-].[H-].[H-].[H-].[Li+].[Al+3]. (6) Given the product [F:16][C:17]([F:28])([F:27])[C:18]1[CH:23]=[CH:22][C:21]([C:2]2[CH:7]=[CH:6][N:5]=[C:4]([C:8]#[N:9])[CH:3]=2)=[CH:20][CH:19]=1, predict the reactants needed to synthesize it. The reactants are: Cl[C:2]1[CH:7]=[CH:6][N:5]=[C:4]([C:8]#[N:9])[CH:3]=1.C(=O)([O-])[O-].[Cs+].[Cs+].[F:16][C:17]([F:28])([F:27])[C:18]1[CH:23]=[CH:22][C:21](B(O)O)=[CH:20][CH:19]=1. (7) Given the product [CH3:27][C:26]([O:19][C@@H:2]1[C:3]2[C:8](=[CH:7][CH:6]=[CH:5][CH:4]=2)[N:9]([C:16]([NH2:18])=[O:17])[C:10]2[C:15](=[CH:14][CH:13]=[CH:12][CH:11]=2)[CH2:1]1)=[O:28], predict the reactants needed to synthesize it. The reactants are: [CH2:1]1[C:15]2[C:10](=[CH:11][CH:12]=[CH:13][CH:14]=2)[N:9]([C:16]([NH2:18])=[O:17])[C:8]2[C:3](=[CH:4][CH:5]=[CH:6][CH:7]=2)[C@H:2]1[OH:19].N1C=CC=CC=1.[C:26](Cl)(=[O:28])[CH3:27]. (8) Given the product [F:12][C:13]1[N:14]=[C:15]([C:28]([O:31][C:7]([CH3:9])([CH3:8])[CH3:6])=[O:29])[CH:16]=[CH:17][CH:18]=1, predict the reactants needed to synthesize it. The reactants are: S(Cl)(C1C=[CH:9][C:7]([CH3:8])=[CH:6]C=1)(=O)=O.[F:12][C:13]1(C(O)=O)[CH:18]=[CH:17][CH:16]=[CH:15][NH:14]1.N1C=CC=CC=1.[C:28]([O-:31])(O)=[O:29].[Na+]. (9) Given the product [C:1]([CH:3]1[CH2:4][CH2:5][N:6]([C:9]2[CH:17]=[CH:16][C:12]([C:13]([NH:27][C:26]3[CH:28]=[CH:29][CH:30]=[C:24]([O:23][CH3:22])[CH:25]=3)=[O:14])=[CH:11][C:10]=2[C:18]([F:20])([F:21])[F:19])[CH2:7][CH2:8]1)#[N:2], predict the reactants needed to synthesize it. The reactants are: [C:1]([CH:3]1[CH2:8][CH2:7][N:6]([C:9]2[CH:17]=[CH:16][C:12]([C:13](O)=[O:14])=[CH:11][C:10]=2[C:18]([F:21])([F:20])[F:19])[CH2:5][CH2:4]1)#[N:2].[CH3:22][O:23][C:24]1[CH:25]=[C:26]([CH:28]=[CH:29][CH:30]=1)[NH2:27].